Predict the reactants needed to synthesize the given product. From a dataset of Full USPTO retrosynthesis dataset with 1.9M reactions from patents (1976-2016). (1) Given the product [CH:7](/[C:11]1[CH:12]=[CH:13][C:14]([CH2:15][OH:16])=[CH:19][CH:20]=1)=[CH:8]\[CH2:9][CH3:10], predict the reactants needed to synthesize it. The reactants are: [H-].[Al+3].[Li+].[H-].[H-].[H-].[CH:7]([C:11]1[CH:20]=[CH:19][C:14]([C:15](OC)=[O:16])=[CH:13][CH:12]=1)=[CH:8][CH2:9][CH3:10].O.[OH-].[Na+]. (2) Given the product [CH2:1]([O:8][C:9]1[C:18]2[C:13](=[CH:14][CH:15]=[CH:16][CH:17]=2)[N:12]=[C:11]([CH2:19][N:20]([CH2:21][CH2:22][CH2:23][CH2:24][CH2:25][CH2:26][CH3:27])[C:29](=[O:31])[CH3:30])[C:10]=1[CH3:28])[C:2]1[CH:3]=[CH:4][CH:5]=[CH:6][CH:7]=1, predict the reactants needed to synthesize it. The reactants are: [CH2:1]([O:8][C:9]1[C:18]2[C:13](=[CH:14][CH:15]=[CH:16][CH:17]=2)[N:12]=[C:11]([CH2:19][NH:20][CH2:21][CH2:22][CH2:23][CH2:24][CH2:25][CH2:26][CH3:27])[C:10]=1[CH3:28])[C:2]1[CH:7]=[CH:6][CH:5]=[CH:4][CH:3]=1.[C:29](OC(=O)C)(=[O:31])[CH3:30]. (3) Given the product [C:2]([OH:7])(=[O:3])[CH3:1].[OH:37][C@H:12]([C:10]1[CH:9]=[CH:8][C:6]([OH:7])=[C:5]([CH2:4][OH:3])[CH:11]=1)[CH2:13][NH:14][CH2:15][CH2:16][CH2:17][CH2:18][CH2:19][CH2:20][O:21][CH2:22][CH2:23][CH2:24][CH2:25][C:26]1[CH:27]=[C:28]([NH:33][C:34]([NH2:36])=[O:35])[CH:29]=[C:30]([CH3:32])[CH:31]=1, predict the reactants needed to synthesize it. The reactants are: [CH3:1][C:2]1(C)[O:7][C:6]2[CH:8]=[CH:9][C:10]([C@@H:12]([OH:37])[CH2:13][NH:14][CH2:15][CH2:16][CH2:17][CH2:18][CH2:19][CH2:20][O:21][CH2:22][CH2:23][CH2:24][CH2:25][C:26]3[CH:27]=[C:28]([NH:33][C:34]([NH2:36])=[O:35])[CH:29]=[C:30]([CH3:32])[CH:31]=3)=[CH:11][C:5]=2[CH2:4][O:3]1.C(O)(=O)C.